From a dataset of Forward reaction prediction with 1.9M reactions from USPTO patents (1976-2016). Predict the product of the given reaction. Given the reactants [NH2:1][N:2]1[N:11]=[C:10]([N:12]2[CH2:17][CH2:16][O:15][CH2:14][CH2:13]2)[C:9]2[C:4](=[CH:5][CH:6]=[CH:7][CH:8]=2)[C:3]1=[O:18].[CH3:19][O:20][C:21]1[CH:26]=[CH:25][CH:24]=[CH:23][C:22]=1[CH2:27][C:28](O)=[O:29], predict the reaction product. The product is: [CH3:19][O:20][C:21]1[CH:26]=[CH:25][CH:24]=[CH:23][C:22]=1[CH2:27][C:28]([NH:1][N:2]1[N:11]=[C:10]([N:12]2[CH2:17][CH2:16][O:15][CH2:14][CH2:13]2)[C:9]2[C:4](=[CH:5][CH:6]=[CH:7][CH:8]=2)[C:3]1=[O:18])=[O:29].